This data is from Full USPTO retrosynthesis dataset with 1.9M reactions from patents (1976-2016). The task is: Predict the reactants needed to synthesize the given product. (1) Given the product [OH:31][CH:30]([C:29]1[CH:28]=[CH:27][C:26]([N+:23]([O-:25])=[O:24])=[CH:33][CH:32]=1)[CH2:2][C:1]([O:4][CH2:5][CH3:6])=[O:3], predict the reactants needed to synthesize it. The reactants are: [C:1]([O:4][CH2:5][CH3:6])(=[O:3])[CH3:2].CCCCCC.C[Si]([N-][Si](C)(C)C)(C)C.[Li+].[N+:23]([C:26]1[CH:33]=[CH:32][C:29]([CH:30]=[O:31])=[CH:28][CH:27]=1)([O-:25])=[O:24].[Cl-].[NH4+]. (2) Given the product [O:8]=[C:9]([N:23]1[CH2:28][CH2:27][N:26]2[C:29]([C:32]([F:35])([F:34])[F:33])=[N:30][N:31]=[C:25]2[CH2:24]1)[CH2:10][CH:11]([NH2:22])[CH2:12][C:13]1[CH:18]=[C:17]([F:19])[C:16]([F:20])=[CH:15][C:14]=1[F:21], predict the reactants needed to synthesize it. The reactants are: [BH4-].[Na+].S(=O)(=O)(O)O.[O:8]=[C:9]([N:23]1[CH2:28][CH2:27][N:26]2[C:29]([C:32]([F:35])([F:34])[F:33])=[N:30][N:31]=[C:25]2[CH2:24]1)[CH:10]=[C:11]([NH2:22])[CH2:12][C:13]1[CH:18]=[C:17]([F:19])[C:16]([F:20])=[CH:15][C:14]=1[F:21].N. (3) Given the product [Br:1][C:2]1[CH:3]=[CH:4][C:5]2=[N:9][O:8][N:7]=[C:6]2[C:11]=1[F:12], predict the reactants needed to synthesize it. The reactants are: [Br:1][C:2]1[CH:3]=[CH:4][C:5]2[C:6]([C:11]=1[F:12])=[N+:7]([O-])[O:8][N:9]=2.P(OC)(OC)OC.